Dataset: Forward reaction prediction with 1.9M reactions from USPTO patents (1976-2016). Task: Predict the product of the given reaction. (1) Given the reactants [F:1][C:2]1[CH:7]=[CH:6][C:5]([N:8]2[C:16]3[C:11](=[CH:12][C:13]([O:17][C@@H:18]([C:22]4[CH:27]=[CH:26][CH:25]=[CH:24][CH:23]=4)[C@H:19]([NH2:21])[CH3:20])=[CH:14][CH:15]=3)[CH:10]=[N:9]2)=[CH:4][CH:3]=1.[Cl:28][CH:29]([F:33])[C:30](Cl)=[O:31], predict the reaction product. The product is: [Cl:28][CH:29]([F:33])[C:30]([NH:21][C@@H:19]([CH3:20])[C@H:18]([O:17][C:13]1[CH:12]=[C:11]2[C:16](=[CH:15][CH:14]=1)[N:8]([C:5]1[CH:4]=[CH:3][C:2]([F:1])=[CH:7][CH:6]=1)[N:9]=[CH:10]2)[C:22]1[CH:23]=[CH:24][CH:25]=[CH:26][CH:27]=1)=[O:31]. (2) The product is: [CH3:22][C:20]1[O:19][N:18]=[C:17]([C:15]2[CH:16]=[C:4]3[N:3]=[C:2]([NH:24][NH2:25])[CH:7]=[C:6]([N:8]4[CH2:13][CH2:12][O:11][CH2:10][CH2:9]4)[N:5]3[N:14]=2)[CH:21]=1. Given the reactants Cl[C:2]1[CH:7]=[C:6]([N:8]2[CH2:13][CH2:12][O:11][CH2:10][CH2:9]2)[N:5]2[N:14]=[C:15]([C:17]3[CH:21]=[C:20]([CH3:22])[O:19][N:18]=3)[CH:16]=[C:4]2[N:3]=1.O.[NH2:24][NH2:25], predict the reaction product. (3) Given the reactants [C:1]1([C:7]2[O:8][C:9]([C:15]([F:18])([F:17])[F:16])=[C:10]([C:12]([OH:14])=O)[N:11]=2)[CH:6]=[CH:5][CH:4]=[CH:3][CH:2]=1.[C:19]([O:23][C:24]([N:26]1[CH2:31][CH2:30][N:29]([C:32]2[CH:37]=[CH:36][C:35]([NH2:38])=[CH:34][CH:33]=2)[CH2:28][CH2:27]1)=[O:25])([CH3:22])([CH3:21])[CH3:20].C(N(CC)CC)C.F[P-](F)(F)(F)(F)F.N1(O[P+](N(C)C)(N(C)C)N(C)C)C2C=CC=CC=2N=N1, predict the reaction product. The product is: [C:19]([O:23][C:24]([N:26]1[CH2:31][CH2:30][N:29]([C:32]2[CH:33]=[CH:34][C:35]([NH:38][C:12]([C:10]3[N:11]=[C:7]([C:1]4[CH:2]=[CH:3][CH:4]=[CH:5][CH:6]=4)[O:8][C:9]=3[C:15]([F:18])([F:17])[F:16])=[O:14])=[CH:36][CH:37]=2)[CH2:28][CH2:27]1)=[O:25])([CH3:22])([CH3:20])[CH3:21]. (4) Given the reactants [Cl:1][C:2]1[CH:7]=[CH:6][CH:5]=[C:4](I)[CH:3]=1.[CH3:9][C@H:10]1[O:15][C@@H:14]([CH3:16])[CH2:13][NH:12][CH2:11]1.C(=O)([O-])[O-].[Cs+].[Cs+].C1C=CC(P(C2C(C3C(P(C4C=CC=CC=4)C4C=CC=CC=4)=CC=C4C=3C=CC=C4)=C3C(C=CC=C3)=CC=2)C2C=CC=CC=2)=CC=1, predict the reaction product. The product is: [Cl:1][C:2]1[CH:3]=[C:4]([N:12]2[CH2:11][C@H:10]([CH3:9])[O:15][C@H:14]([CH3:16])[CH2:13]2)[CH:5]=[CH:6][CH:7]=1. (5) Given the reactants C[Si](OS(C(F)(F)F)(=O)=O)(C)C.[CH3:13][N:14]([CH3:40])[C:15]1([C:34]2[CH:39]=[CH:38][CH:37]=[CH:36][CH:35]=2)[CH2:20][CH2:19][C:18]([CH2:22][CH2:23][CH2:24][C:25]2[C:29]3[CH:30]=[N:31][CH:32]=[CH:33][C:28]=3[NH:27][CH:26]=2)(O)[CH2:17][CH2:16]1, predict the reaction product. The product is: [CH3:13][N:14]([CH3:40])[C:15]1([C:34]2[CH:39]=[CH:38][CH:37]=[CH:36][CH:35]=2)[CH2:20][CH2:19][C:18]2([C:26]3[NH:27][C:28]4[CH:33]=[CH:32][N:31]=[CH:30][C:29]=4[C:25]=3[CH2:24][CH2:23][CH2:22]2)[CH2:17][CH2:16]1. (6) The product is: [F:2][C:3]1[C:8]2[N:9]([CH3:13])[C:10](=[O:12])[O:11][C:7]=2[CH:6]=[C:5]([N:14]2[CH2:18][C@H:17]([C:19]([NH2:1])=[O:20])[O:16][C:15]2=[O:23])[CH:4]=1. Given the reactants [NH3:1].[F:2][C:3]1[C:8]2[N:9]([CH3:13])[C:10](=[O:12])[O:11][C:7]=2[CH:6]=[C:5]([N:14]2[CH2:18][C@H:17]([C:19](OC)=[O:20])[O:16][C:15]2=[O:23])[CH:4]=1, predict the reaction product. (7) Given the reactants [NH2:1][C@H:2]1[C:11]2[C:6](=[CH:7][CH:8]=[C:9]([O:12][CH3:13])[CH:10]=2)[N:5]([C:14](=[O:16])[CH3:15])[C@@H:4]([CH3:17])[C@@H:3]1[CH3:18].Br[C:20]1[CH:25]=[CH:24][CH:23]=[CH:22][CH:21]=1.CN(C1C(C2C(P(C3CCCCC3)C3CCCCC3)=CC=CC=2)=CC=CC=1)C.CC(C)([O-])C.[Na+], predict the reaction product. The product is: [CH3:13][O:12][C:9]1[CH:10]=[C:11]2[C:6](=[CH:7][CH:8]=1)[N:5]([C:14](=[O:16])[CH3:15])[C@@H:4]([CH3:17])[C@H:3]([CH3:18])[C@H:2]2[NH:1][C:20]1[CH:25]=[CH:24][CH:23]=[CH:22][CH:21]=1.